From a dataset of Forward reaction prediction with 1.9M reactions from USPTO patents (1976-2016). Predict the product of the given reaction. (1) Given the reactants [CH2:1]([N:8]([CH2:18][C:19]1[CH:24]=[CH:23][CH:22]=[CH:21][CH:20]=1)[CH2:9][C@@H:10]([F:17])[C:11](N(OC)C)=[O:12])[C:2]1[CH:7]=[CH:6][CH:5]=[CH:4][CH:3]=1.[CH3:25][Mg]Br, predict the reaction product. The product is: [CH2:1]([N:8]([CH2:18][C:19]1[CH:24]=[CH:23][CH:22]=[CH:21][CH:20]=1)[CH2:9][C@@H:10]([F:17])[C:11](=[O:12])[CH3:25])[C:2]1[CH:7]=[CH:6][CH:5]=[CH:4][CH:3]=1. (2) Given the reactants [O:1]1[C:6]2=[CH:7][C:8]3[C:9](=[O:15])[C:10](=[O:14])[NH:11][C:12]=3[CH:13]=[C:5]2[O:4][CH2:3][CH2:2]1.[H-].[Na+].Br[CH2:19][C:20]1[O:21][C:22]([C:25]([F:28])([F:27])[F:26])=[CH:23][CH:24]=1, predict the reaction product. The product is: [F:26][C:25]([F:28])([F:27])[C:22]1[O:21][C:20]([CH2:19][N:11]2[C:12]3[CH:13]=[C:5]4[O:4][CH2:3][CH2:2][O:1][C:6]4=[CH:7][C:8]=3[C:9](=[O:15])[C:10]2=[O:14])=[CH:24][CH:23]=1. (3) Given the reactants [Cl-].[CH:2]1([CH2:6][NH2+:7][CH2:8][CH2:9]Cl)[CH2:5][CH2:4][CH2:3]1.[CH3:11][C:12]1[C:17]([CH3:18])=[CH:16][CH:15]=[CH:14][C:13]=1[N:19]=[C:20]=[S:21], predict the reaction product. The product is: [CH3:11][C:12]1[C:17]([CH3:18])=[CH:16][CH:15]=[CH:14][C:13]=1[N:19]=[C:20]1[N:7]([CH2:6][CH:2]2[CH2:5][CH2:4][CH2:3]2)[CH2:8][CH2:9][S:21]1. (4) Given the reactants Cl[CH2:2][C:3]([C:6]1[N:10]([CH3:11])[C:9]2[CH:12]=[C:13]([Cl:17])[C:14]([Cl:16])=[CH:15][C:8]=2[N:7]=1)([OH:5])[CH3:4].[CH3:18][CH:19]([CH3:22])[CH2:20][SH:21].C[O-].[Na+], predict the reaction product. The product is: [Cl:16][C:14]1[C:13]([Cl:17])=[CH:12][C:9]2[N:10]([CH3:11])[C:6]([C:3]([OH:5])([CH3:4])[CH2:2][S:21][CH2:20][CH:19]([CH3:22])[CH3:18])=[N:7][C:8]=2[CH:15]=1. (5) Given the reactants [CH2:1]([Li])CCC.[CH3:6][C:7]1([CH3:24])[C:16]2[C:11](=[CH:12][C:13]([C:17](=O)[CH2:18][CH2:19][CH2:20][CH2:21][CH3:22])=[CH:14][CH:15]=2)[S:10][CH2:9][CH2:8]1, predict the reaction product. The product is: [CH3:6][C:7]1([CH3:24])[C:16]2[C:11](=[CH:12][C:13]([C:17](=[CH2:1])[CH2:18][CH2:19][CH2:20][CH2:21][CH3:22])=[CH:14][CH:15]=2)[S:10][CH2:9][CH2:8]1. (6) The product is: [CH3:1][O:3][C:4]1[CH:9]=[CH:8][CH:7]=[CH:6][C:5]=1[N:10]1[C:19](=[O:20])[C:18]2[C:13](=[CH:14][CH:15]=[CH:16][CH:17]=2)[N:12]=[C:11]1[CH:21]([N:23]1[CH2:24][CH2:25][NH:26][CH2:27][CH2:28]1)[CH3:22]. Given the reactants [CH2:1]([O:3][C:4]1[CH:9]=[CH:8][CH:7]=[CH:6][C:5]=1[N:10]1[C:19](=[O:20])[C:18]2[C:13](=[CH:14][CH:15]=[CH:16][CH:17]=2)[N:12]=[C:11]1[CH:21]([N:23]1[CH2:28][CH2:27][NH:26][CH2:25][CH2:24]1)[CH3:22])C.COC1C=CC=CC=1N, predict the reaction product. (7) The product is: [Br:17][C:10]1[N:9]=[C:8]([CH:11]2[CH2:16][CH2:15][O:14][CH2:13][CH2:12]2)[N:4]2[CH:5]=[CH:6][N:7]=[C:2]([CH3:1])[C:3]=12. Given the reactants [CH3:1][C:2]1[C:3]2[N:4]([C:8]([CH:11]3[CH2:16][CH2:15][O:14][CH2:13][CH2:12]3)=[N:9][CH:10]=2)[CH:5]=[CH:6][N:7]=1.[Br:17]N1C(=O)CCC1=O.O, predict the reaction product. (8) The product is: [F:1][C:2]1[CH:3]=[CH:4][C:5]([O:11][CH3:12])=[C:6]2[C:10]=1[N:9]([C:16]1[CH:17]=[CH:18][C:19]([O:20][CH2:21][C:22]3[CH:23]=[CH:24][CH:25]=[CH:26][CH:27]=3)=[C:14]([F:13])[CH:15]=1)[N:8]=[CH:7]2. Given the reactants [F:1][C:2]1[CH:3]=[CH:4][C:5]([O:11][CH3:12])=[C:6]2[C:10]=1[NH:9][N:8]=[CH:7]2.[F:13][C:14]1[CH:15]=[C:16](B(O)O)[CH:17]=[CH:18][C:19]=1[O:20][CH2:21][C:22]1[CH:27]=[CH:26][CH:25]=[CH:24][CH:23]=1.N1C=CC=CC=1, predict the reaction product. (9) Given the reactants [C:1]([O:5][C:6](=[O:30])[NH:7][CH2:8][CH2:9][CH2:10][N:11]([CH2:16][C:17]1[CH:22]=[CH:21][CH:20]=[C:19]([C:23]2[CH:28]=[CH:27][N:26]=[C:25](Cl)[N:24]=2)[CH:18]=1)[S:12]([CH3:15])(=[O:14])=[O:13])([CH3:4])([CH3:3])[CH3:2].[NH2:31][CH2:32][CH2:33][C:34]1[CH:35]=[C:36]([OH:40])[CH:37]=[CH:38][CH:39]=1, predict the reaction product. The product is: [C:1]([O:5][C:6](=[O:30])[NH:7][CH2:8][CH2:9][CH2:10][N:11]([CH2:16][C:17]1[CH:22]=[CH:21][CH:20]=[C:19]([C:23]2[CH:28]=[CH:27][N:26]=[C:25]([NH:31][CH2:32][CH2:33][C:34]3[CH:39]=[CH:38][CH:37]=[C:36]([OH:40])[CH:35]=3)[N:24]=2)[CH:18]=1)[S:12]([CH3:15])(=[O:14])=[O:13])([CH3:4])([CH3:3])[CH3:2]. (10) Given the reactants [CH2:1]([N:8]1[C:16]2[C:11](=[C:12]([O:21][CH3:22])[CH:13]=[C:14]3[CH2:20][CH2:19][CH2:18][CH2:17][C:15]3=2)[CH:10]=[C:9]1[C:23](OCC)=[O:24])C1C=CC=CC=1.[C:28]1(C)[CH:33]=[CH:32][CH:31]=[CH:30][CH:29]=1.[OH-].[Na+].O1CCC[CH2:38]1, predict the reaction product. The product is: [C:23]([C:9]1[N:8]([CH2:1][C:28]2[CH:33]=[CH:32][CH:31]=[CH:30][CH:29]=2)[C:16]2[C:11]([CH:10]=1)=[C:12]([O:21][CH3:22])[CH:13]=[C:14]1[CH2:20][CH2:19][CH2:18][CH2:17][C:15]=21)(=[O:24])[CH3:38].